This data is from Forward reaction prediction with 1.9M reactions from USPTO patents (1976-2016). The task is: Predict the product of the given reaction. (1) The product is: [OH:32][C:10]1[C:11]([C:28]([NH:47][CH2:46][C:45]([F:49])([F:48])[F:44])=[O:29])=[C:12]([OH:27])[N:13]([CH2:16][C:17]2[CH:22]=[CH:21][CH:20]=[CH:19][C:18]=2[C:23]([F:26])([F:25])[F:24])[C:14](=[O:15])[C:9]=1[C:7]([NH:6][CH2:5][C:4]([OH:33])=[O:3])=[O:8]. Given the reactants C([O:3][C:4](=[O:33])[CH2:5][NH:6][C:7]([C:9]1[C:14](=[O:15])[N:13]([CH2:16][C:17]2[CH:22]=[CH:21][CH:20]=[CH:19][C:18]=2[C:23]([F:26])([F:25])[F:24])[C:12]([OH:27])=[C:11]([C:28](OC)=[O:29])[C:10]=1[OH:32])=[O:8])C.C(N(CC)C(C)C)(C)C.Cl.[F:44][C:45]([F:49])([F:48])[CH2:46][NH2:47], predict the reaction product. (2) Given the reactants C[O:2][C:3](=[O:27])[CH2:4][C:5]1[C:9]2[C:10]([F:26])=[CH:11][C:12]([O:14][CH2:15][C:16]3[N:20]([CH3:21])[N:19]=[C:18]([C:22]([F:25])([F:24])[F:23])[CH:17]=3)=[CH:13][C:8]=2[S:7][CH:6]=1.[OH-].[Na+].C1COCC1.Cl, predict the reaction product. The product is: [F:26][C:10]1[C:9]2[C:5]([CH2:4][C:3]([OH:27])=[O:2])=[CH:6][S:7][C:8]=2[CH:13]=[C:12]([O:14][CH2:15][C:16]2[N:20]([CH3:21])[N:19]=[C:18]([C:22]([F:24])([F:23])[F:25])[CH:17]=2)[CH:11]=1. (3) Given the reactants [CH3:1][O:2][C:3]1[CH:12]=[C:11]2[C:6]([CH:7]=[CH:8][CH:9]=[C:10]2[CH:13]=[CH:14][N:15]2[C:23](=[O:24])[C:22]3[C:17](=[CH:18][CH:19]=[CH:20][CH:21]=3)[C:16]2=[O:25])=[CH:5][CH:4]=1, predict the reaction product. The product is: [CH3:1][O:2][C:3]1[CH:12]=[C:11]2[C:6]([CH:7]=[CH:8][CH:9]=[C:10]2[CH2:13][CH2:14][N:15]2[C:23](=[O:24])[C:22]3[C:17](=[CH:18][CH:19]=[CH:20][CH:21]=3)[C:16]2=[O:25])=[CH:5][CH:4]=1.